This data is from Reaction yield outcomes from USPTO patents with 853,638 reactions. The task is: Predict the reaction yield, written as a fraction of the theoretical maximum amount of product (1.0 means a 100% yield; for example, 0.34 means a 34% yield). The reactants are [CH:1]1([C:4]2[N:5]=[C:6]3[C:12]([C:13](O)=[O:14])=[CH:11][N:10]([CH2:16][O:17][CH2:18][CH2:19][Si:20]([CH3:23])([CH3:22])[CH3:21])[C:7]3=[N:8][CH:9]=2)[CH2:3][CH2:2]1.Cl.[NH2:25][CH:26]([CH3:32])[C:27]([CH3:31])([CH3:30])[C:28]#[N:29].C(Cl)CCl.C1C=CC2N(O)N=NC=2C=1.CCN(C(C)C)C(C)C. The catalyst is CN(C=O)C. The product is [C:28]([C:27]([CH3:31])([CH3:30])[C@@H:26]([NH:25][C:13]([C:12]1[C:6]2[C:7](=[N:8][CH:9]=[C:4]([CH:1]3[CH2:3][CH2:2]3)[N:5]=2)[N:10]([CH2:16][O:17][CH2:18][CH2:19][Si:20]([CH3:21])([CH3:22])[CH3:23])[CH:11]=1)=[O:14])[CH3:32])#[N:29].[C:28]([C:27]([CH3:31])([CH3:30])[C@H:26]([NH:25][C:13]([C:12]1[C:6]2[C:7](=[N:8][CH:9]=[C:4]([CH:1]3[CH2:3][CH2:2]3)[N:5]=2)[N:10]([CH2:16][O:17][CH2:18][CH2:19][Si:20]([CH3:21])([CH3:22])[CH3:23])[CH:11]=1)=[O:14])[CH3:32])#[N:29]. The yield is 0.240.